This data is from Forward reaction prediction with 1.9M reactions from USPTO patents (1976-2016). The task is: Predict the product of the given reaction. (1) The product is: [Cl:33][C:34]1[CH:35]=[CH:36][C:37]([O:58][CH2:59][C:60]2[CH:61]=[CH:62][CH:63]=[CH:64][CH:65]=2)=[C:38]([CH2:40][C:41]2[S:42][CH:43]=[C:44]([C:46]3[NH:50][C:49]4[CH:51]=[CH:52][C:53]([CH2:55][CH:56]=[O:57])=[CH:54][C:48]=4[N:47]=3)[N:45]=2)[CH:39]=1. Given the reactants ClC1C=CC(OCC2C=CC=CC=2)=C(CC2SC=C(C3NC4C=CC=C(C=O)C=4N=3)N=2)C=1.[Cl:33][C:34]1[CH:35]=[CH:36][C:37]([O:58][CH2:59][C:60]2[CH:65]=[CH:64][CH:63]=[CH:62][CH:61]=2)=[C:38]([CH2:40][C:41]2[S:42][CH:43]=[C:44]([C:46]3[NH:50][C:49]4[CH:51]=[CH:52][C:53]([CH2:55][CH2:56][OH:57])=[CH:54][C:48]=4[N:47]=3)[N:45]=2)[CH:39]=1, predict the reaction product. (2) The product is: [Cl:1][C:2]1[CH:7]=[CH:6][C:5]([OH:8])=[C:4]([I:10])[CH:3]=1. Given the reactants [Cl:1][C:2]1[CH:7]=[CH:6][C:5]([O:8]C)=[C:4]([I:10])[CH:3]=1.B(Br)(Br)Br, predict the reaction product. (3) Given the reactants NC1N=C(NC2C=CC(S[CH2:25][C:26]([NH2:28])=[O:27])=CC=2)SC=1C(=O)C1C(Cl)=CC=CC=1Cl.[NH2:29][C:30]1[N:31]=[C:32]([NH:45][C:46]2[CH:51]=[CH:50][CH:49]=[C:48]([SH:52])[CH:47]=2)[S:33][C:34]=1[C:35](=[O:44])[C:36]1[C:41]([Cl:42])=[CH:40][CH:39]=[CH:38][C:37]=1[Cl:43].BrCC(N)=O, predict the reaction product. The product is: [NH2:29][C:30]1[N:31]=[C:32]([NH:45][C:46]2[CH:47]=[C:48]([S:52][CH2:25][C:26]([NH2:28])=[O:27])[CH:49]=[CH:50][CH:51]=2)[S:33][C:34]=1[C:35](=[O:44])[C:36]1[C:37]([Cl:43])=[CH:38][CH:39]=[CH:40][C:41]=1[Cl:42]. (4) Given the reactants [CH:1]1([N:7]([CH3:17])[C:8]2[N:13]=[CH:12][N:11]=[C:10]([C:14]([OH:16])=O)[CH:9]=2)[CH2:6][CH2:5][CH2:4][CH2:3][CH2:2]1.[NH2:18][C:19]1[CH:24]=[CH:23][C:22]([S:25]([NH:28][CH2:29][CH2:30][OH:31])(=[O:27])=[O:26])=[CH:21][CH:20]=1, predict the reaction product. The product is: [CH:1]1([N:7]([CH3:17])[C:8]2[N:13]=[CH:12][N:11]=[C:10]([C:14]([NH:18][C:19]3[CH:24]=[CH:23][C:22]([S:25]([NH:28][CH2:29][CH2:30][OH:31])(=[O:27])=[O:26])=[CH:21][CH:20]=3)=[O:16])[CH:9]=2)[CH2:2][CH2:3][CH2:4][CH2:5][CH2:6]1. (5) Given the reactants Cl[CH2:2][C:3]1[N:7]([C:8]2[CH:15]=[CH:14][C:11]([C:12]#[N:13])=[C:10]([C:16]([F:19])([F:18])[F:17])[CH:9]=2)[N:6]=[N:5][N:4]=1.Cl.C[C@@H]1CNCCN1S(C)(=O)=O.[CH2:32]1[C:36]2([CH2:41][CH2:40][NH:39][CH2:38][CH2:37]2)[CH2:35][CH2:34][N:33]1[C:42]([O:44][C:45]([CH3:48])([CH3:47])[CH3:46])=[O:43].C(N(CC)CC)C, predict the reaction product. The product is: [C:12]([C:11]1[CH:14]=[CH:15][C:8]([N:7]2[C:3]([CH2:2][N:39]3[CH2:40][CH2:41][C:36]4([CH2:32][N:33]([C:42]([O:44][C:45]([CH3:46])([CH3:47])[CH3:48])=[O:43])[CH2:34][CH2:35]4)[CH2:37][CH2:38]3)=[N:4][N:5]=[N:6]2)=[CH:9][C:10]=1[C:16]([F:19])([F:18])[F:17])#[N:13]. (6) Given the reactants C[N+]1([O-])CCOCC1.[C:9]1([CH2:15][CH2:16][CH2:17][CH2:18][OH:19])[CH:14]=[CH:13][CH:12]=[CH:11][CH:10]=1, predict the reaction product. The product is: [C:9]1([CH2:15][CH2:16][CH2:17][CH:18]=[O:19])[CH:14]=[CH:13][CH:12]=[CH:11][CH:10]=1. (7) Given the reactants [CH3:1][NH:2][C:3]([C:5]1[C:9]2[CH:10]=[C:11](B3OC(C)(C)C(C)(C)O3)[C:12]([N:14]([CH3:19])[S:15]([CH3:18])(=[O:17])=[O:16])=[CH:13][C:8]=2[O:7][C:6]=1[N:29]1[CH:34]=[CH:33][C:32]([CH3:35])=[CH:31][C:30]1=[O:36])=[O:4].Cl[C:38]1[CH:47]=[CH:46][C:45]2[CH2:44][CH2:43][N:42]3[C:48]4[CH:49]=[CH:50][CH:51]=[C:52]([F:55])[C:53]=4[CH:54]=[C:41]3[C:40]=2[N:39]=1.C([O-])([O-])=O.[K+].[K+].CC(C1C=C(C(C)C)C(C2C=CC=CC=2P(C2CCCCC2)C2CCCCC2)=C(C(C)C)C=1)C, predict the reaction product. The product is: [F:55][C:52]1[C:53]2[CH:54]=[C:41]3[C:40]4[N:39]=[C:38]([C:11]5[C:12]([N:14]([CH3:19])[S:15]([CH3:18])(=[O:16])=[O:17])=[CH:13][C:8]6[O:7][C:6]([N:29]7[CH:34]=[CH:33][C:32]([CH3:35])=[CH:31][C:30]7=[O:36])=[C:5]([C:3]([NH:2][CH3:1])=[O:4])[C:9]=6[CH:10]=5)[CH:47]=[CH:46][C:45]=4[CH2:44][CH2:43][N:42]3[C:48]=2[CH:49]=[CH:50][CH:51]=1. (8) The product is: [F:30][C:31]([F:36])([F:35])[C:32]([OH:34])=[O:33].[C:37]1([C:43]2[CH:48]=[C:47]([CH:49]3[CH2:50][CH2:51][N:52]([C:5](=[O:7])[CH2:4][N:2]([CH3:3])[CH3:1])[CH2:53][CH2:54]3)[CH:46]=[CH:45][C:44]=2[NH:55][C:56]([C:58]2[NH:59][CH:60]=[C:61]([C:63]#[N:64])[CH:62]=2)=[O:57])[CH2:42][CH2:41][CH2:40][CH2:39][CH:38]=1. Given the reactants [CH3:1][N:2]([CH2:4][C:5]([OH:7])=O)[CH3:3].C1N(P(Cl)(N2C(=O)OCC2)=O)C(=O)OC1.C(N(CC)CC)C.[F:30][C:31]([F:36])([F:35])[C:32]([OH:34])=[O:33].[C:37]1([C:43]2[CH:48]=[C:47]([CH:49]3[CH2:54][CH2:53][NH:52][CH2:51][CH2:50]3)[CH:46]=[CH:45][C:44]=2[NH:55][C:56]([C:58]2[NH:59][CH:60]=[C:61]([C:63]#[N:64])[CH:62]=2)=[O:57])[CH2:42][CH2:41][CH2:40][CH2:39][CH:38]=1, predict the reaction product. (9) Given the reactants [NH2:1][CH2:2][C:3]1[CH:8]=[CH:7][N:6]=[C:5]([CH2:9][N:10]([CH2:18][C:19](=[O:23])[N:20]([CH3:22])[CH3:21])[C:11](=[O:17])[O:12][C:13]([CH3:16])([CH3:15])[CH3:14])[CH:4]=1.[CH3:24][CH2:25][N:26](C(C)C)C(C)C.BrCC#N, predict the reaction product. The product is: [C:25]([CH2:24][NH:1][CH2:2][C:3]1[CH:8]=[CH:7][N:6]=[C:5]([CH2:9][N:10]([CH2:18][C:19](=[O:23])[N:20]([CH3:22])[CH3:21])[C:11](=[O:17])[O:12][C:13]([CH3:15])([CH3:16])[CH3:14])[CH:4]=1)#[N:26].